Dataset: NCI-60 drug combinations with 297,098 pairs across 59 cell lines. Task: Regression. Given two drug SMILES strings and cell line genomic features, predict the synergy score measuring deviation from expected non-interaction effect. (1) Synergy scores: CSS=46.4, Synergy_ZIP=-3.54, Synergy_Bliss=-4.37, Synergy_Loewe=-1.50, Synergy_HSA=0.660. Drug 1: CCC1(C2=C(COC1=O)C(=O)N3CC4=CC5=C(C=CC(=C5CN(C)C)O)N=C4C3=C2)O.Cl. Cell line: CAKI-1. Drug 2: CC1C(C(CC(O1)OC2CC(CC3=C2C(=C4C(=C3O)C(=O)C5=CC=CC=C5C4=O)O)(C(=O)C)O)N)O. (2) Drug 1: CC(C1=C(C=CC(=C1Cl)F)Cl)OC2=C(N=CC(=C2)C3=CN(N=C3)C4CCNCC4)N. Drug 2: C1CN(CCN1C(=O)CCBr)C(=O)CCBr. Cell line: A549. Synergy scores: CSS=32.8, Synergy_ZIP=-8.38, Synergy_Bliss=-5.61, Synergy_Loewe=-4.00, Synergy_HSA=-3.58. (3) Drug 1: CC(CN1CC(=O)NC(=O)C1)N2CC(=O)NC(=O)C2. Drug 2: CC1C(C(CC(O1)OC2CC(OC(C2O)C)OC3=CC4=CC5=C(C(=O)C(C(C5)C(C(=O)C(C(C)O)O)OC)OC6CC(C(C(O6)C)O)OC7CC(C(C(O7)C)O)OC8CC(C(C(O8)C)O)(C)O)C(=C4C(=C3C)O)O)O)O. Cell line: K-562. Synergy scores: CSS=29.6, Synergy_ZIP=-1.88, Synergy_Bliss=5.99, Synergy_Loewe=6.32, Synergy_HSA=5.99. (4) Drug 1: C1CC(=O)NC(=O)C1N2CC3=C(C2=O)C=CC=C3N. Drug 2: C1=C(C(=O)NC(=O)N1)N(CCCl)CCCl. Cell line: 786-0. Synergy scores: CSS=33.9, Synergy_ZIP=-0.933, Synergy_Bliss=-0.559, Synergy_Loewe=-8.82, Synergy_HSA=0.938. (5) Drug 1: CC1C(C(=O)NC(C(=O)N2CCCC2C(=O)N(CC(=O)N(C(C(=O)O1)C(C)C)C)C)C(C)C)NC(=O)C3=C4C(=C(C=C3)C)OC5=C(C(=O)C(=C(C5=N4)C(=O)NC6C(OC(=O)C(N(C(=O)CN(C(=O)C7CCCN7C(=O)C(NC6=O)C(C)C)C)C)C(C)C)C)N)C. Drug 2: CCC1(CC2CC(C3=C(CCN(C2)C1)C4=CC=CC=C4N3)(C5=C(C=C6C(=C5)C78CCN9C7C(C=CC9)(C(C(C8N6C=O)(C(=O)OC)O)OC(=O)C)CC)OC)C(=O)OC)O.OS(=O)(=O)O. Cell line: SF-539. Synergy scores: CSS=6.72, Synergy_ZIP=-0.620, Synergy_Bliss=5.12, Synergy_Loewe=-4.08, Synergy_HSA=1.45. (6) Drug 2: C1=CN(C=N1)CC(O)(P(=O)(O)O)P(=O)(O)O. Cell line: SF-295. Synergy scores: CSS=1.82, Synergy_ZIP=-13.5, Synergy_Bliss=-27.7, Synergy_Loewe=-37.6, Synergy_HSA=-25.9. Drug 1: CC1OCC2C(O1)C(C(C(O2)OC3C4COC(=O)C4C(C5=CC6=C(C=C35)OCO6)C7=CC(=C(C(=C7)OC)O)OC)O)O. (7) Drug 1: CC1C(C(=O)NC(C(=O)N2CCCC2C(=O)N(CC(=O)N(C(C(=O)O1)C(C)C)C)C)C(C)C)NC(=O)C3=C4C(=C(C=C3)C)OC5=C(C(=O)C(=C(C5=N4)C(=O)NC6C(OC(=O)C(N(C(=O)CN(C(=O)C7CCCN7C(=O)C(NC6=O)C(C)C)C)C)C(C)C)C)N)C. Drug 2: C1=CC=C(C=C1)NC(=O)CCCCCCC(=O)NO. Cell line: NCI-H460. Synergy scores: CSS=1.38, Synergy_ZIP=-2.81, Synergy_Bliss=-0.532, Synergy_Loewe=-6.54, Synergy_HSA=-6.10. (8) Drug 1: CCN(CC)CCNC(=O)C1=C(NC(=C1C)C=C2C3=C(C=CC(=C3)F)NC2=O)C. Drug 2: CN(C(=O)NC(C=O)C(C(C(CO)O)O)O)N=O. Cell line: OVCAR-5. Synergy scores: CSS=-4.62, Synergy_ZIP=4.98, Synergy_Bliss=0.423, Synergy_Loewe=-8.98, Synergy_HSA=-9.93.